Dataset: Full USPTO retrosynthesis dataset with 1.9M reactions from patents (1976-2016). Task: Predict the reactants needed to synthesize the given product. (1) The reactants are: C([O:3][C:4](=[O:33])[C@@H:5]([O:31][CH3:32])[CH2:6][C:7]1[CH:12]=[CH:11][C:10]([O:13][CH2:14][CH2:15][CH2:16][CH2:17][O:18][C:19]2[CH:24]=[CH:23][C:22]([C:25]3[CH:30]=[CH:29][CH:28]=[CH:27][CH:26]=3)=[CH:21][CH:20]=2)=[CH:9][CH:8]=1)C.[Li+].[OH-]. Given the product [C:22]1([C:25]2[CH:26]=[CH:27][CH:28]=[CH:29][CH:30]=2)[CH:21]=[CH:20][C:19]([O:18][CH2:17][CH2:16][CH2:15][CH2:14][O:13][C:10]2[CH:11]=[CH:12][C:7]([CH2:6][CH:5]([O:31][CH3:32])[C:4]([OH:33])=[O:3])=[CH:8][CH:9]=2)=[CH:24][CH:23]=1, predict the reactants needed to synthesize it. (2) Given the product [C:14]([O:13][C:11]([NH:10][CH2:9][CH2:8][S:7][C:1]1[CH:6]=[CH:5][CH:4]=[CH:3][CH:2]=1)=[O:12])([CH3:17])([CH3:16])[CH3:15], predict the reactants needed to synthesize it. The reactants are: [C:1]1([S:7][CH2:8][CH2:9][NH2:10])[CH:6]=[CH:5][CH:4]=[CH:3][CH:2]=1.[C:11](O[C:11]([O:13][C:14]([CH3:17])([CH3:16])[CH3:15])=[O:12])([O:13][C:14]([CH3:17])([CH3:16])[CH3:15])=[O:12].C(=O)(O)[O-].[Na+]. (3) Given the product [CH2:1]([O:8][C:9]1[C:10]2[N:11]([C:17]([C:21]([O:23][CH2:24][CH3:25])=[O:22])=[C:18]([CH3:20])[N:19]=2)[CH:12]=[C:13]([CH:15]=[O:27])[CH:14]=1)[C:2]1[CH:3]=[CH:4][CH:5]=[CH:6][CH:7]=1, predict the reactants needed to synthesize it. The reactants are: [CH2:1]([O:8][C:9]1[C:10]2[N:11]([C:17]([C:21]([O:23][CH2:24][CH3:25])=[O:22])=[C:18]([CH3:20])[N:19]=2)[CH:12]=[C:13]([CH:15]=C)[CH:14]=1)[C:2]1[CH:7]=[CH:6][CH:5]=[CH:4][CH:3]=1.I([O-])(=O)(=O)=[O:27].[Na+].C(OCC)(=O)C. (4) Given the product [CH3:1][O:2][C:3]1[N:4]=[C:5]2[C:14](=[CH:15][CH:16]=1)[N:13]=[CH:12][C:11]1[O:10][CH2:9][CH:8]([C@H:17]3[CH2:22][CH2:21][C@H:20]([NH:23][C:35]([C:32]4[CH:33]=[CH:34][C:28]5[O:27][CH2:26][C:25](=[O:24])[NH:30][C:29]=5[CH:31]=4)=[O:36])[CH2:19][CH2:18]3)[NH:7][C:6]2=1, predict the reactants needed to synthesize it. The reactants are: [CH3:1][O:2][C:3]1[N:4]=[C:5]2[C:14](=[CH:15][CH:16]=1)[N:13]=[CH:12][C:11]1[O:10][CH2:9][CH:8]([C@H:17]3[CH2:22][CH2:21][C@H:20]([NH2:23])[CH2:19][CH2:18]3)[NH:7][C:6]2=1.[O:24]=[C:25]1[NH:30][C:29]2[CH:31]=[C:32]([C:35](O)=[O:36])[CH:33]=[CH:34][C:28]=2[O:27][CH2:26]1. (5) Given the product [Br:10][C:11]1[C:12]([CH3:22])=[N:13][C:14]([N:17]([CH2:2][O:3][CH2:4][CH2:5][Si:6]([CH3:9])([CH3:8])[CH3:7])[S:18]([CH3:21])(=[O:20])=[O:19])=[N:15][CH:16]=1, predict the reactants needed to synthesize it. The reactants are: Cl[CH2:2][O:3][CH2:4][CH2:5][Si:6]([CH3:9])([CH3:8])[CH3:7].[Br:10][C:11]1[C:12]([CH3:22])=[N:13][C:14]([NH:17][S:18]([CH3:21])(=[O:20])=[O:19])=[N:15][CH:16]=1.[K].O. (6) Given the product [CH3:1][O:2][C:3]([N:5]1[C@H:13]2[C@H:8]([C@:9]([O:23][C:24](=[O:38])[CH2:25][CH2:26][CH2:27][CH2:28][CH2:29][CH2:30][CH2:31][CH2:32][CH2:33][CH2:34][CH2:35][CH2:36][CH3:37])([C:14]#[C:15][C:16]3[CH:17]=[C:18]([CH3:22])[CH:19]=[CH:20][CH:21]=3)[CH2:10][CH2:11][CH2:12]2)[CH2:7][CH2:6]1)=[O:4], predict the reactants needed to synthesize it. The reactants are: [CH3:1][O:2][C:3]([N:5]1[C@@H:13]2[C@@H:8]([C@@:9]([OH:23])([C:14]#[C:15][C:16]3[CH:17]=[C:18]([CH3:22])[CH:19]=[CH:20][CH:21]=3)[CH2:10][CH2:11][CH2:12]2)[CH2:7][CH2:6]1)=[O:4].[C:24](O)(=[O:38])[CH2:25][CH2:26][CH2:27][CH2:28][CH2:29][CH2:30][CH2:31][CH2:32][CH2:33][CH2:34][CH2:35][CH2:36][CH3:37]. (7) Given the product [CH2:1]([O:8][C:10]1[C:19]2[C:14](=[CH:15][CH:16]=[C:17]([O:20][CH3:21])[N:18]=2)[N:13]=[CH:12][C:11]=1[C:22]([OH:24])=[O:23])[C:2]1[CH:7]=[CH:6][CH:5]=[CH:4][CH:3]=1, predict the reactants needed to synthesize it. The reactants are: [CH2:1]([OH:8])[C:2]1[CH:7]=[CH:6][CH:5]=[CH:4][CH:3]=1.Cl[C:10]1[C:19]2[C:14](=[CH:15][CH:16]=[C:17]([O:20][CH3:21])[N:18]=2)[N:13]=[CH:12][C:11]=1[C:22]([OH:24])=[O:23].[H-].[Na+].